From a dataset of NCI-60 drug combinations with 297,098 pairs across 59 cell lines. Regression. Given two drug SMILES strings and cell line genomic features, predict the synergy score measuring deviation from expected non-interaction effect. Drug 1: CC12CCC3C(C1CCC2OP(=O)(O)O)CCC4=C3C=CC(=C4)OC(=O)N(CCCl)CCCl.[Na+]. Drug 2: N.N.Cl[Pt+2]Cl. Cell line: SK-OV-3. Synergy scores: CSS=26.9, Synergy_ZIP=-3.15, Synergy_Bliss=4.58, Synergy_Loewe=-5.56, Synergy_HSA=1.48.